From a dataset of Cav3 T-type calcium channel HTS with 100,875 compounds. Binary Classification. Given a drug SMILES string, predict its activity (active/inactive) in a high-throughput screening assay against a specified biological target. (1) The drug is O=C(Nc1ccc(cc1)C(OC)=O)CCn1cccc1. The result is 0 (inactive). (2) The drug is O(c1c(C(C)C)ccc(c1)C)c1n(nnn1)c1ccccc1. The result is 0 (inactive). (3) The molecule is O(C(=O)C(NC(=O)c1cc(c([N+]([O-])=O)cc1)C)CC(C)C)C. The result is 0 (inactive). (4) The drug is O(c1ccc(NCCC#N)cc1)CCC#N. The result is 0 (inactive). (5) The result is 0 (inactive). The molecule is o1nc(nc1CN1CCC(CC1)Cc1ccccc1)c1ccc(OC)cc1.